Dataset: NCI-60 drug combinations with 297,098 pairs across 59 cell lines. Task: Regression. Given two drug SMILES strings and cell line genomic features, predict the synergy score measuring deviation from expected non-interaction effect. Drug 1: CC12CCC(CC1=CCC3C2CCC4(C3CC=C4C5=CN=CC=C5)C)O. Drug 2: CCN(CC)CCCC(C)NC1=C2C=C(C=CC2=NC3=C1C=CC(=C3)Cl)OC. Cell line: HOP-62. Synergy scores: CSS=29.2, Synergy_ZIP=-8.25, Synergy_Bliss=-3.82, Synergy_Loewe=-7.95, Synergy_HSA=-4.24.